This data is from Merck oncology drug combination screen with 23,052 pairs across 39 cell lines. The task is: Regression. Given two drug SMILES strings and cell line genomic features, predict the synergy score measuring deviation from expected non-interaction effect. Drug 1: O=S1(=O)NC2(CN1CC(F)(F)F)C1CCC2Cc2cc(C=CCN3CCC(C(F)(F)F)CC3)ccc2C1. Drug 2: CS(=O)(=O)CCNCc1ccc(-c2ccc3ncnc(Nc4ccc(OCc5cccc(F)c5)c(Cl)c4)c3c2)o1. Cell line: EFM192B. Synergy scores: synergy=16.1.